This data is from Catalyst prediction with 721,799 reactions and 888 catalyst types from USPTO. The task is: Predict which catalyst facilitates the given reaction. Reactant: [CH3:1][C:2]1[N:3]=[CH:4][S:5][CH:6]=1.[Li]CCCC.B.Cl[C:14]1[C:15]2[N:23]=[N:22][N:21]([CH2:24][C:25]3[CH:30]=[CH:29][CH:28]=[C:27]([CH2:31][O:32][CH3:33])[N:26]=3)[C:16]=2[N:17]=[C:18]([NH2:20])[N:19]=1. Product: [CH3:33][O:32][CH2:31][C:27]1[N:26]=[C:25]([CH2:24][N:21]2[C:16]3[N:17]=[C:18]([NH2:20])[N:19]=[C:14]([C:4]4[S:5][CH:6]=[C:2]([CH3:1])[N:3]=4)[C:15]=3[N:23]=[N:22]2)[CH:30]=[CH:29][CH:28]=1. The catalyst class is: 176.